This data is from Full USPTO retrosynthesis dataset with 1.9M reactions from patents (1976-2016). The task is: Predict the reactants needed to synthesize the given product. (1) Given the product [C:6]1([C:4]2[C:3]3[CH:12]=[CH:13][CH:14]=[CH:15][C:2]=3[NH:19][CH2:16][CH2:17][N:18]=2)[CH:7]=[CH:8][CH:9]=[CH:10][CH:11]=1, predict the reactants needed to synthesize it. The reactants are: F[C:2]1[CH:15]=[CH:14][CH:13]=[CH:12][C:3]=1[C:4]([C:6]1[CH:11]=[CH:10][CH:9]=[CH:8][CH:7]=1)=O.[CH2:16]([NH2:19])[CH2:17][NH2:18]. (2) Given the product [C:1]1([CH:7]([C:9]2[S:10][CH:11]=[CH:12][CH:13]=2)[OH:8])[CH:2]=[CH:3][CH:4]=[CH:5][CH:6]=1, predict the reactants needed to synthesize it. The reactants are: [C:1]1([C:7]([C:9]2[S:10][CH:11]=[CH:12][CH:13]=2)=[O:8])[CH:6]=[CH:5][CH:4]=[CH:3][CH:2]=1.[BH4-].[Na+].O. (3) The reactants are: C(OOC(=O)C1C=CC=CC=1)(=O)C1C=CC=CC=1.[Cl:19][C:20]1[C:28]([CH3:29])=[CH:27][CH:26]=[CH:25][C:21]=1[C:22]([OH:24])=[O:23].[Br:30]N1C(=O)CCC1=O. Given the product [Br:30][CH2:29][C:28]1[C:20]([Cl:19])=[C:21]([CH:25]=[CH:26][CH:27]=1)[C:22]([OH:24])=[O:23], predict the reactants needed to synthesize it. (4) Given the product [N:1]1([C:5]([C:7]2[C:8]([CH2:19][CH2:20][C@@H:21]([OH:22])[C:23]3[CH:24]=[CH:25][CH:26]=[CH:27][CH:28]=3)=[C:9]([OH:18])[C:10]3[N:14]=[C:13]([CH3:15])[N:12]([CH3:16])[C:11]=3[CH:17]=2)=[O:6])[CH2:4][CH2:3][CH2:2]1, predict the reactants needed to synthesize it. The reactants are: [N:1]1([C:5]([C:7]2[C:8]([CH2:19][CH2:20][C:21]([C:23]3[CH:28]=[CH:27][CH:26]=[CH:25][CH:24]=3)=[O:22])=[C:9]([OH:18])[C:10]3[N:14]=[C:13]([CH3:15])[N:12]([CH3:16])[C:11]=3[CH:17]=2)=[O:6])[CH2:4][CH2:3][CH2:2]1.O.CC([O-])(C)C.[K+]. (5) Given the product [CH3:1][C:2]1[S:15][C:14]2[NH:13][C:12]3[CH:11]=[CH:10][CH:9]=[CH:8][C:7]=3[N:6]=[C:5]([N:16]3[CH2:21][CH2:20][N:19]([CH3:22])[CH2:18][CH2:17]3)[C:4]=2[CH:3]=1, predict the reactants needed to synthesize it. The reactants are: [CH3:1][C:2]1[S:15][C:14]2[C:4](=[C:5]([N:16]3[CH2:21][CH2:20][NH:19][CH2:18][CH2:17]3)[NH:6][C:7]3[C:12]([N:13]=2)=[CH:11][CH:10]=[CH:9][CH:8]=3)[CH:3]=1.[CH3:22]C(C)([O-])C.[K+].CI.O. (6) Given the product [OH:8][C:9]1[C:14](=[O:15])[CH:13]=[C:12]([CH2:23][O:24][C:25]2[CH:34]=[CH:33][C:32]3[C:27](=[CH:28][CH:29]=[CH:30][CH:31]=3)[CH:26]=2)[NH:11][N:10]=1, predict the reactants needed to synthesize it. The reactants are: C([O:8][C:9]1[N:10]=[N:11][C:12]([CH2:23][O:24][C:25]2[CH:34]=[CH:33][C:32]3[C:27](=[CH:28][CH:29]=[CH:30][CH:31]=3)[CH:26]=2)=[CH:13][C:14]=1[O:15]CC1C=CC=CC=1)C1C=CC=CC=1. (7) Given the product [C:34]([N:20]1[CH2:21][CH2:22][CH2:23][CH2:24][CH:19]1[C:17]1[CH:16]=[C:11]([CH:10]=[C:9]([CH:7]([CH:1]2[CH2:2][CH2:3][CH2:4][CH2:5][CH2:6]2)[CH3:8])[CH:18]=1)[C:12]([O:14][CH3:15])=[O:13])(=[O:36])[CH3:35], predict the reactants needed to synthesize it. The reactants are: [C:1]1([C:7]([C:9]2[CH:10]=[C:11]([CH:16]=[C:17]([C:19]3[CH:24]=[CH:23][CH:22]=[CH:21][N:20]=3)[CH:18]=2)[C:12]([O:14][CH3:15])=[O:13])=[CH2:8])[CH:6]=[CH:5][CH:4]=[CH:3][CH:2]=1.CCN(C(C)C)C(C)C.[C:34](Cl)(=[O:36])[CH3:35]. (8) Given the product [NH2:8][C:5]1[N:6]=[CH:7][C:2]([C:9]#[N:10])=[N:3][CH:4]=1, predict the reactants needed to synthesize it. The reactants are: Br[C:2]1[N:3]=[CH:4][C:5]([NH2:8])=[N:6][CH:7]=1.[C-:9]#[N:10].[K+].C(OCC)(=O)C. (9) Given the product [CH3:18][C:13]1([CH3:19])[C:14]([CH3:17])([CH3:16])[O:15][B:11]([C:9]2[CH:8]=[CH:7][C:5]3[NH:6][C:23]([NH2:22])=[N:1][C:4]=3[CH:10]=2)[O:12]1, predict the reactants needed to synthesize it. The reactants are: [N+:1]([C:4]1[CH:10]=[C:9]([B:11]2[O:15][C:14]([CH3:17])([CH3:16])[C:13]([CH3:19])([CH3:18])[O:12]2)[CH:8]=[CH:7][C:5]=1[NH2:6])([O-])=O.[H][H].[N:22]#[C:23]Br. (10) Given the product [CH3:2][N:3]1[CH:7]=[C:6]([C:8]2[N:13]=[C:12]3[N:14]([CH2:17][C@@H:18]4[CH2:19][N:20]([C:24]5[N:29]=[CH:28][C:27]([C:30]6[CH2:31][CH2:32][N:33]([CH2:44][CH2:43][OH:45])[CH2:34][CH:35]=6)=[CH:26][N:25]=5)[CH2:21][CH2:22][O:23]4)[N:15]=[N:16][C:11]3=[N:10][CH:9]=2)[CH:5]=[N:4]1, predict the reactants needed to synthesize it. The reactants are: Cl.[CH3:2][N:3]1[CH:7]=[C:6]([C:8]2[N:13]=[C:12]3[N:14]([CH2:17][C@H:18]4[O:23][CH2:22][CH2:21][N:20]([C:24]5[N:29]=[CH:28][C:27]([C:30]6[CH2:31][CH2:32][NH:33][CH2:34][CH:35]=6)=[CH:26][N:25]=5)[CH2:19]4)[N:15]=[N:16][C:11]3=[N:10][CH:9]=2)[CH:5]=[N:4]1.C(=O)([O-])[O-].[K+].[K+].Br[CH:43]([OH:45])[CH3:44].